Dataset: Reaction yield outcomes from USPTO patents with 853,638 reactions. Task: Predict the reaction yield, written as a fraction of the theoretical maximum amount of product (1.0 means a 100% yield; for example, 0.34 means a 34% yield). (1) The reactants are C([Si](C)(C)[O:6][C@@H:7]1[CH2:12][CH2:11][C@H:10]([C:13]2[CH:18]=[CH:17][C:16]([N:19]3[CH2:23][CH2:22][C:21]4([CH2:28][CH2:27][O:26][CH2:25][CH2:24]4)[C:20]3=[O:29])=[CH:15][CH:14]=2)[CH2:9][CH2:8]1)(C)(C)C.CCCC[N+](CCCC)(CCCC)CCCC.[F-].CO. The catalyst is C1COCC1.C(Cl)Cl.CCOC(C)=O. The product is [OH:6][CH:7]1[CH2:8][CH2:9][CH:10]([C:13]2[CH:14]=[CH:15][C:16]([N:19]3[CH2:23][CH2:22][C:21]4([CH2:24][CH2:25][O:26][CH2:27][CH2:28]4)[C:20]3=[O:29])=[CH:17][CH:18]=2)[CH2:11][CH2:12]1. The yield is 1.00. (2) The product is [CH3:17][O:5][C:4](=[O:6])[C:3]1[CH:7]=[CH:8][CH:9]=[C:10]([CH3:11])[C:2]=1[NH2:1]. The reactants are [NH2:1][C:2]1[C:10]([CH3:11])=[CH:9][CH:8]=[CH:7][C:3]=1[C:4]([OH:6])=[O:5].S(=O)(=O)(O)O.[CH3:17]O. No catalyst specified. The yield is 0.240. (3) The reactants are [C:1](Cl)(Cl)=[O:2].[CH3:5][C:6]1([CH3:13])[C@H:11]([OH:12])[C:9](=[O:10])[O:8][CH2:7]1.N1C2C(=CC=CC=2)C=CC=1.C(N(CC)CC)C.[NH2:31][C@@H:32]([CH2:46][CH2:47][CH2:48][CH3:49])[CH:33]([OH:45])[C:34]([NH:36][C@@H:37]([C:39]1[CH:44]=[CH:43][CH:42]=[CH:41][CH:40]=1)[CH3:38])=[O:35]. The catalyst is O1CCCC1. The product is [OH:45][CH:33]([C@@H:32]([NH:31][C:1](=[O:2])[O:12][C@H:11]1[C:6]([CH3:13])([CH3:5])[CH2:7][O:8][C:9]1=[O:10])[CH2:46][CH2:47][CH2:48][CH3:49])[C:34](=[O:35])[NH:36][C@@H:37]([C:39]1[CH:44]=[CH:43][CH:42]=[CH:41][CH:40]=1)[CH3:38]. The yield is 0.850. (4) The reactants are C[O:2][C:3](=[O:24])[C:4]1[CH:9]=[CH:8][N:7]=[C:6]([O:10][CH2:11][C:12]2[C:13]([C:18]3[CH:23]=[CH:22][CH:21]=[CH:20][CH:19]=3)=[N:14][O:15][C:16]=2[CH3:17])[CH:5]=1.O.[OH-].[Li+].Cl. The product is [CH3:17][C:16]1[O:15][N:14]=[C:13]([C:18]2[CH:19]=[CH:20][CH:21]=[CH:22][CH:23]=2)[C:12]=1[CH2:11][O:10][C:6]1[CH:5]=[C:4]([CH:9]=[CH:8][N:7]=1)[C:3]([OH:24])=[O:2]. The yield is 0.880. The catalyst is C1COCC1.O.CO. (5) The reactants are Br[CH2:2][C:3]1[CH:26]=[CH:25][C:6]([C:7]([NH:9][N:10]([C:21]([CH3:24])([CH3:23])[CH3:22])[C:11](=[O:20])[C:12]2[CH:17]=[C:16]([CH3:18])[CH:15]=[C:14]([CH3:19])[CH:13]=2)=[O:8])=[CH:5][C:4]=1[B:27]1[O:31]C(C)(C)C(C)(C)[O:28]1.[CH3:36][NH2:37].O. The catalyst is C1COCC1. The product is [C:21]([N:10]([C:11](=[O:20])[C:12]1[CH:17]=[C:16]([CH3:18])[CH:15]=[C:14]([CH3:19])[CH:13]=1)[NH:9][C:7]([C:6]1[CH:25]=[CH:26][C:3]([CH2:2][NH:37][CH3:36])=[C:4]([B:27]([OH:31])[OH:28])[CH:5]=1)=[O:8])([CH3:23])([CH3:22])[CH3:24]. The yield is 0.713. (6) The reactants are Br[C:2]1[CH:9]=[CH:8][CH:7]=[CH:6][C:3]=1[CH:4]=[O:5].[CH3:10][O:11][C:12]1[CH:17]=[CH:16][C:15]([C:18]#[CH:19])=[CH:14][CH:13]=1. The catalyst is C(N(CC)CC)C.[Cu]I. The product is [CH3:10][O:11][C:12]1[CH:17]=[CH:16][C:15]([C:18]#[C:19][C:2]2[CH:9]=[CH:8][CH:7]=[CH:6][C:3]=2[CH:4]=[O:5])=[CH:14][CH:13]=1. The yield is 0.890. (7) The reactants are [F:1][C:2]1[C:7]([C:8]2[N:28]=[C:11]3[CH:12]=[C:13]([NH:16][C:17]([C:19]4[N:23]([CH3:24])[N:22]=[CH:21][C:20]=4[C:25](O)=[O:26])=[O:18])[CH:14]=[CH:15][N:10]3[N:9]=2)=[CH:6][CH:5]=[CH:4][N:3]=1.[NH:29]1[CH2:32][CH2:31][CH2:30]1. No catalyst specified. The yield is 0.433. The product is [F:1][C:2]1[C:7]([C:8]2[N:28]=[C:11]3[CH:12]=[C:13]([NH:16][C:17]([C:19]4[N:23]([CH3:24])[N:22]=[CH:21][C:20]=4[C:25]([N:29]4[CH2:32][CH2:31][CH2:30]4)=[O:26])=[O:18])[CH:14]=[CH:15][N:10]3[N:9]=2)=[CH:6][CH:5]=[CH:4][N:3]=1.